Dataset: Reaction yield outcomes from USPTO patents with 853,638 reactions. Task: Predict the reaction yield, written as a fraction of the theoretical maximum amount of product (1.0 means a 100% yield; for example, 0.34 means a 34% yield). (1) The reactants are [F:1][C:2]1[CH:7]=[C:6]([O:8][C:9]2[CH:14]=[CH:13][N:12]=[C:11]([NH:15][C:16]([N:18]([CH3:26])[CH:19]3[CH2:24][CH2:23][N:22]([CH3:25])[CH2:21][CH2:20]3)=[O:17])[CH:10]=2)[CH:5]=[CH:4][C:3]=1[NH:27][C:28]([C:30]1([C:33](O)=[O:34])[CH2:32][CH2:31]1)=[O:29].[CH2:36]([NH2:41])[C:37]([CH3:40])([CH3:39])[CH3:38].C(N(CC)CC)C.F[P-](F)(F)(F)(F)F.N1(O[P+](N(C)C)(N(C)C)N(C)C)C2C=CC=CC=2N=N1. The catalyst is CN(C)C=O. The product is [CH3:38][C:37]([CH3:40])([CH3:39])[CH2:36][NH:41][C:33]([C:30]1([C:28]([NH:27][C:3]2[CH:4]=[CH:5][C:6]([O:8][C:9]3[CH:14]=[CH:13][N:12]=[C:11]([NH:15][C:16]([N:18]([CH3:26])[CH:19]4[CH2:20][CH2:21][N:22]([CH3:25])[CH2:23][CH2:24]4)=[O:17])[CH:10]=3)=[CH:7][C:2]=2[F:1])=[O:29])[CH2:32][CH2:31]1)=[O:34]. The yield is 0.510. (2) The reactants are C(OC(N1CCCC2C=C(Br)C=CC=2C1)=O)(C)(C)C.[C:20]([O:24][C:25]([N:27]1[CH2:33][CH2:32][C:31]2[CH:34]=[C:35](/[CH:38]=[CH:39]/[C:40]([O:42][CH3:43])=[O:41])[CH:36]=[CH:37][C:30]=2[CH2:29][CH2:28]1)=[O:26])([CH3:23])([CH3:22])[CH3:21]. No catalyst specified. The product is [C:20]([O:24][C:25]([N:27]1[CH2:28][CH2:29][CH2:30][C:31]2[CH:34]=[C:35](/[CH:38]=[CH:39]/[C:40]([O:42][CH3:43])=[O:41])[CH:36]=[CH:37][C:32]=2[CH2:33]1)=[O:26])([CH3:23])([CH3:21])[CH3:22]. The yield is 0.840. (3) The reactants are [O:1]1[CH2:6][CH2:5][CH2:4][C:3](=[O:7])[CH2:2]1.[Li]CCCC.[C:13]([Si:15]([CH3:18])([CH3:17])[CH3:16])#[CH:14]. The catalyst is C1COCC1. The product is [CH3:16][Si:15]([C:13]#[C:14][C:3]1([OH:7])[CH2:4][CH2:5][CH2:6][O:1][CH2:2]1)([CH3:18])[CH3:17]. The yield is 0.500. (4) The reactants are [C:1]([O:5][C:6]([N:8]1[CH2:12][CH2:11][CH2:10][CH:9]1[C:13]([OH:15])=[O:14])=[O:7])([CH3:4])([CH3:3])[CH3:2].C(N(CC)CC)C.Br[CH2:24][C:25]([C:27]1[C:36]2[C:31](=[CH:32][CH:33]=[CH:34][CH:35]=2)[C:30]([Br:37])=[CH:29][CH:28]=1)=[O:26]. The catalyst is C(#N)C. The product is [C:1]([O:5][C:6]([N:8]1[CH2:12][CH2:11][CH2:10][CH:9]1[C:13]([O:15][CH2:24][C:25]([C:27]1[C:36]2[C:31](=[CH:32][CH:33]=[CH:34][CH:35]=2)[C:30]([Br:37])=[CH:29][CH:28]=1)=[O:26])=[O:14])=[O:7])([CH3:4])([CH3:2])[CH3:3]. The yield is 0.950.